This data is from Full USPTO retrosynthesis dataset with 1.9M reactions from patents (1976-2016). The task is: Predict the reactants needed to synthesize the given product. Given the product [I:1][C:2]1[CH:7]=[CH:6][C:5]([N:8]2[CH:13]=[CH:12][CH:11]=[CH:10]/[C:9]/2=[N:19]\[C:18]#[N:17])=[CH:4][CH:3]=1, predict the reactants needed to synthesize it. The reactants are: [I:1][C:2]1[CH:7]=[CH:6][C:5]([N:8]2[CH:13]=[CH:12][CH:11]=[CH:10][C:9]2=S)=[CH:4][CH:3]=1.CI.[N:17]#[C:18][NH2:19].O.NN.